Task: Predict the reaction yield, written as a fraction of the theoretical maximum amount of product (1.0 means a 100% yield; for example, 0.34 means a 34% yield).. Dataset: Reaction yield outcomes from USPTO patents with 853,638 reactions (1) The reactants are [C:1]([NH:5][C:6]([C:8]1[C:16]2[C:11](=[N:12][CH:13]=[C:14]([N:17]3[C:25]4[C:20](=[CH:21][CH:22]=[C:23]([Cl:26])[CH:24]=4)[CH:19]=[N:18]3)[N:15]=2)[N:10](COCC[Si](C)(C)C)[CH:9]=1)=[O:7])([CH3:4])([CH3:3])[CH3:2].FC(F)(F)C(O)=O. The catalyst is ClCCl. The product is [C:1]([NH:5][C:6]([C:8]1[C:16]2[C:11](=[N:12][CH:13]=[C:14]([N:17]3[C:25]4[C:20](=[CH:21][CH:22]=[C:23]([Cl:26])[CH:24]=4)[CH:19]=[N:18]3)[N:15]=2)[NH:10][CH:9]=1)=[O:7])([CH3:4])([CH3:2])[CH3:3]. The yield is 0.570. (2) The yield is 0.800. The product is [C:2]([C:6]1[CH:10]=[C:9]([NH:11][C:31](=[O:32])[C:30]2[CH:34]=[C:26]([Cl:25])[CH:27]=[CH:28][C:29]=2[O:35][CH3:36])[N:8]([CH2:12][C@H:13]2[CH2:17][CH2:16][CH2:15][O:14]2)[N:7]=1)([CH3:5])([CH3:3])[CH3:4]. The catalyst is C(Cl)Cl. The reactants are Cl.[C:2]([C:6]1[CH:10]=[C:9]([NH2:11])[N:8]([CH2:12][C@H:13]2[CH2:17][CH2:16][CH2:15][O:14]2)[N:7]=1)([CH3:5])([CH3:4])[CH3:3].C(N(CC)CC)C.[Cl:25][C:26]1[CH:27]=[CH:28][C:29]([O:35][CH3:36])=[C:30]([CH:34]=1)[C:31](Cl)=[O:32].O. (3) The yield is 0.400. No catalyst specified. The reactants are [CH3:1][O:2][C:3]1[CH:19]=[CH:18][C:6]2[N:7]3[CH:12]=[C:11]([C:13](OCC)=[O:14])[N:10]=[C:8]3[S:9][C:5]=2[CH:4]=1.[H-].[H-].[H-].[H-].[Li+].[Al+3]. The product is [CH3:1][O:2][C:3]1[CH:19]=[CH:18][C:6]2[N:7]3[CH:12]=[C:11]([CH2:13][OH:14])[N:10]=[C:8]3[S:9][C:5]=2[CH:4]=1. (4) The reactants are O(P(O[C:18]1[C@H:24]([CH3:25])[C@@H:23]2[N:20]([C:21](=[O:29])[C@@H:22]2[C@H:26]([OH:28])[CH3:27])[C:19]=1[C:30]([O:32][CH2:33][C:34]1[CH:39]=[CH:38][C:37]([N+:40]([O-:42])=[O:41])=[CH:36][CH:35]=1)=[O:31])(OC1C=CC=CC=1)=O)C1C=CC=CC=1.[SH:43][CH:44]1[CH2:47][N:46]([S:48]([N:51]([CH3:53])[CH3:52])(=[O:50])=[O:49])[CH2:45]1. No catalyst specified. The product is [CH3:52][N:51]([CH3:53])[S:48]([N:46]1[CH2:47][CH:44]([S:43][C:18]2[C@H:24]([CH3:25])[C@H:23]3[N:20]([C:21](=[O:29])[C@@H:22]3[C@H:26]([OH:28])[CH3:27])[C:19]=2[C:30]([O:32][CH2:33][C:34]2[CH:35]=[CH:36][C:37]([N+:40]([O-:42])=[O:41])=[CH:38][CH:39]=2)=[O:31])[CH2:45]1)(=[O:49])=[O:50]. The yield is 0.521. (5) The reactants are [NH:1]1[C:9]2[C:4](=[CH:5][C:6]([CH:10]=[O:11])=[CH:7][CH:8]=2)[CH:3]=[N:2]1.[Cl:12]N1C(=O)CCC1=O. The catalyst is C(#N)C. The product is [Cl:12][C:3]1[C:4]2[C:9](=[CH:8][CH:7]=[C:6]([CH:10]=[O:11])[CH:5]=2)[NH:1][N:2]=1. The yield is 0.540. (6) The reactants are [CH3:1]/[C:2](/[CH2:10]O)=[CH:3]\[C:4]1[CH:9]=[CH:8][CH:7]=[CH:6][CH:5]=1.C(N(CC)CC)C.CS(Cl)(=O)=O.[N-:24]=[N+:25]=[N-:26].[Na+]. The catalyst is C(Cl)Cl. The product is [N:24]([CH2:10][C:2]([CH3:1])=[CH:3][C:4]1[CH:9]=[CH:8][CH:7]=[CH:6][CH:5]=1)=[N+:25]=[N-:26]. The yield is 0.890. (7) The reactants are Br[C:2]1[C:10]2[C:5](=[CH:6][CH:7]=[C:8]([N+:11]([O-:13])=[O:12])[CH:9]=2)[NH:4][CH:3]=1.[C:14]1(B(O)O)[CH:19]=[CH:18][CH:17]=[CH:16][CH:15]=1.C1(P(C2C=CC=CC=2)C2C=CC=CC=2)C=CC=CC=1.C(=O)([O-])[O-].[Na+].[Na+]. The catalyst is C(COC)OC.Cl.C([O-])(=O)C.[Pd+2].C([O-])(=O)C. The product is [C:14]1([C:2]2[C:10]3[C:5](=[CH:6][CH:7]=[C:8]([N+:11]([O-:13])=[O:12])[CH:9]=3)[NH:4][CH:3]=2)[CH:19]=[CH:18][CH:17]=[CH:16][CH:15]=1. The yield is 0.0900.